Dataset: Catalyst prediction with 721,799 reactions and 888 catalyst types from USPTO. Task: Predict which catalyst facilitates the given reaction. (1) Reactant: Br[Zn][CH2:3][C:4]([O:6][CH2:7][CH3:8])=[O:5].C1COCC1.[C:14]1(=[O:20])[CH2:19][CH2:18][CH2:17][CH:16]=[CH:15]1.Cl. Product: [CH2:7]([O:6][C:4](=[O:5])[CH2:3][C:14]1([OH:20])[CH2:19][CH2:18][CH2:17][CH:16]=[CH:15]1)[CH3:8]. The catalyst class is: 133. (2) Reactant: Cl.[CH:2]([CH:15]1[C:20](=[O:21])[CH2:19][CH2:18][NH:17][CH2:16]1)([C:9]1[CH:14]=[CH:13][CH:12]=[CH:11][CH:10]=1)[C:3]1[CH:8]=[CH:7][CH:6]=[CH:5][CH:4]=1.C(N(C(C)C)CC)(C)C.[Br:31][C:32]1[CH:33]=[CH:34][C:35]([O:40][CH:41]([CH3:43])[CH3:42])=[C:36]([CH:39]=1)[CH2:37]O.C(=O)([O-])O.[Na+]. Product: [CH:2]([CH:15]1[C:20](=[O:21])[CH2:19][CH2:18][N:17]([CH2:37][C:36]2[CH:39]=[C:32]([Br:31])[CH:33]=[CH:34][C:35]=2[O:40][CH:41]([CH3:43])[CH3:42])[CH2:16]1)([C:9]1[CH:14]=[CH:13][CH:12]=[CH:11][CH:10]=1)[C:3]1[CH:4]=[CH:5][CH:6]=[CH:7][CH:8]=1. The catalyst class is: 4. (3) Reactant: [N:1]1([CH2:8][CH2:9][CH2:10][O:11][C:12]2[CH:17]=[CH:16][C:15]([N:18]3[CH2:23][CH2:22][N:21](C(OC(C)(C)C)=O)[CH2:20][C:19]3=[O:31])=[CH:14][CH:13]=2)[CH2:7][CH2:6][CH2:5][CH2:4][CH2:3][CH2:2]1.C(O)(C(F)(F)F)=O.C(Cl)Cl. Product: [N:1]1([CH2:8][CH2:9][CH2:10][O:11][C:12]2[CH:17]=[CH:16][C:15]([N:18]3[CH2:23][CH2:22][NH:21][CH2:20][C:19]3=[O:31])=[CH:14][CH:13]=2)[CH2:7][CH2:6][CH2:5][CH2:4][CH2:3][CH2:2]1. The catalyst class is: 2. (4) Reactant: Br[C:2]1([CH2:15][N:16]2[CH:24]=[C:22]([CH3:23])[C:20](=[O:21])[NH:19][C:17]2=[O:18])[CH2:4][C:3]1([CH2:10][O:11]C(=O)C)[CH2:5][O:6]C(=O)C.C(=O)([O-])[O-].[K+].[K+].CO.O. Product: [OH:6][CH2:5][C:3]1([CH2:10][OH:11])[CH2:4]/[C:2]/1=[CH:15]/[N:16]1[CH:24]=[C:22]([CH3:23])[C:20](=[O:21])[NH:19][C:17]1=[O:18]. The catalyst class is: 9. (5) Reactant: [CH3:1][CH:2]([CH3:27])[CH2:3][NH:4][C:5]([C@H:7]1[CH2:12][N:11]([C:13]([O:15][C:16]([CH3:19])([CH3:18])[CH3:17])=[O:14])[CH2:10][CH2:9][N:8]1[C:20]([O:22][C:23]([CH3:26])([CH3:25])[CH3:24])=[O:21])=O.B.C1COCC1.C1COCC1. Product: [CH3:1][CH:2]([CH3:27])[CH2:3][NH:4][CH2:5][C@H:7]1[CH2:12][N:11]([C:13]([O:15][C:16]([CH3:17])([CH3:18])[CH3:19])=[O:14])[CH2:10][CH2:9][N:8]1[C:20]([O:22][C:23]([CH3:24])([CH3:26])[CH3:25])=[O:21]. The catalyst class is: 5. (6) Reactant: [Cl:1][C:2]1[C:3]([N:11]2[CH2:16][CH2:15][CH:14]([C:17]([O:19][CH3:20])=[O:18])[CH2:13][CH2:12]2)=[N:4][CH:5]=[C:6]([CH:10]=1)[C:7]([OH:9])=O.CCN=C=NCCCN(C)C.C1C=CC2N(O)N=NC=2C=1.[NH2:42][CH2:43][CH:44]([OH:49])[CH2:45][CH2:46][CH2:47][CH3:48].CCN(C(C)C)C(C)C. Product: [Cl:1][C:2]1[C:3]([N:11]2[CH2:16][CH2:15][CH:14]([C:17]([O:19][CH3:20])=[O:18])[CH2:13][CH2:12]2)=[N:4][CH:5]=[C:6]([C:7](=[O:9])[NH:42][CH2:43][CH:44]([OH:49])[CH2:45][CH2:46][CH2:47][CH3:48])[CH:10]=1. The catalyst class is: 2. (7) Reactant: [Br:1][C:2]1[C:7]([F:8])=[CH:6][C:5]([NH2:9])=[CH:4][C:3]=1[F:10].[N+]([C:14]1[CH:19]=CC=C[CH:15]=1)([O-])=O.S(=O)(=O)(O)O. Product: [Br:1][C:2]1[C:7]([F:8])=[C:6]2[C:5](=[CH:4][C:3]=1[F:10])[N:9]=[CH:19][CH:14]=[CH:15]2. The catalyst class is: 610. (8) Reactant: [OH:1][C:2]1[CH:7]=[CH:6][C:5]([C:8]2([C:11]([N:13]3[CH2:17][CH2:16][C@@:15]4([C:21]5[CH:22]=[CH:23][CH:24]=[CH:25][C:20]=5[C:19](=[O:26])[O:18]4)[CH2:14]3)=[O:12])[CH2:10][CH2:9]2)=[CH:4][CH:3]=1.N(C(OC(C)C)=O)=NC(OC(C)C)=O.C1(P(C2C=CC=CC=2)C2C=CC=CC=2)C=CC=CC=1.[N:60]1[CH:65]=[CH:64][CH:63]=[CH:62][C:61]=1[CH2:66][CH2:67]O. Product: [N:60]1[CH:65]=[CH:64][CH:63]=[CH:62][C:61]=1[CH2:66][CH2:67][O:1][C:2]1[CH:7]=[CH:6][C:5]([C:8]2([C:11]([N:13]3[CH2:17][CH2:16][C@@:15]4([C:21]5[CH:22]=[CH:23][CH:24]=[CH:25][C:20]=5[C:19](=[O:26])[O:18]4)[CH2:14]3)=[O:12])[CH2:10][CH2:9]2)=[CH:4][CH:3]=1. The catalyst class is: 7.